From a dataset of Full USPTO retrosynthesis dataset with 1.9M reactions from patents (1976-2016). Predict the reactants needed to synthesize the given product. Given the product [Br:3][C:4]1[CH:9]=[CH:8][C:7]([O:10][C:12]2[CH:17]=[CH:16][N:15]=[C:14]([CH3:18])[CH:13]=2)=[CH:6][CH:5]=1, predict the reactants needed to synthesize it. The reactants are: [H-].[Na+].[Br:3][C:4]1[CH:9]=[CH:8][C:7]([OH:10])=[CH:6][CH:5]=1.Cl[C:12]1[CH:17]=[CH:16][N:15]=[C:14]([CH3:18])[CH:13]=1.